From a dataset of Forward reaction prediction with 1.9M reactions from USPTO patents (1976-2016). Predict the product of the given reaction. Given the reactants [C:1]([C:6]1[CH:7]=[CH:8][C:9]2[N:10]([C:12]([C:15]3[S:19][C:18]([C:20](=[O:22])[CH3:21])=[CH:17][CH:16]=3)=[CH:13][N:14]=2)[N:11]=1)#[C:2][CH2:3][CH2:4][CH3:5], predict the reaction product. The product is: [CH2:1]([C:6]1[CH:7]=[CH:8][C:9]2[N:10]([C:12]([C:15]3[S:19][C:18]([C:20](=[O:22])[CH3:21])=[CH:17][CH:16]=3)=[CH:13][N:14]=2)[N:11]=1)[CH2:2][CH2:3][CH2:4][CH3:5].